This data is from Full USPTO retrosynthesis dataset with 1.9M reactions from patents (1976-2016). The task is: Predict the reactants needed to synthesize the given product. (1) Given the product [CH2:12]([O:1][CH2:2][C:3]([O:5][CH2:6][CH3:7])=[O:4])[CH:11]=[CH2:10], predict the reactants needed to synthesize it. The reactants are: [OH:1][CH2:2][C:3]([O:5][CH2:6][CH3:7])=[O:4].[H-].[Na+].[CH2:10](Br)[CH:11]=[CH2:12]. (2) Given the product [CH2:1]([N:8]1[CH2:9][CH2:10][CH:11]([N:14]([CH3:23])[C:15](=[O:20])[C:16]([F:19])([F:17])[F:18])[CH2:12][CH2:13]1)[C:2]1[CH:7]=[CH:6][CH:5]=[CH:4][CH:3]=1, predict the reactants needed to synthesize it. The reactants are: [CH2:1]([N:8]1[CH2:13][CH2:12][CH:11]([NH:14][C:15](=[O:20])[C:16]([F:19])([F:18])[F:17])[CH2:10][CH2:9]1)[C:2]1[CH:7]=[CH:6][CH:5]=[CH:4][CH:3]=1.[H-].[Na+].[CH3:23]I.O. (3) The reactants are: [N:1]1(C([O-])=O)[CH2:6][CH2:5][CH2:4][CH2:3][CH2:2]1.C(Cl)([Cl:12])=O.C1(C)C=CC=CC=1.C(OCC)(=O)C.FC1C=CC=CC=1[NH2:30].COC(OC)C[NH:39][CH:40]1[CH2:45][CH2:44][N:43]([C:46]([O:48]C(C)(C)C)=O)CC1.C(=O)(O)[O-].[Na+]. Given the product [ClH:12].[O:48]=[C:46]1[NH:30][C:45]([C:40]#[N:39])=[CH:44][N:43]1[CH:4]1[CH2:3][CH2:2][NH:1][CH2:6][CH2:5]1, predict the reactants needed to synthesize it. (4) Given the product [CH2:1]([N:8]1[CH2:13][CH2:12][C:11]([CH3:15])([OH:14])[CH2:10][CH2:9]1)[C:2]1[CH:3]=[CH:4][CH:5]=[CH:6][CH:7]=1, predict the reactants needed to synthesize it. The reactants are: [CH2:1]([N:8]1[CH2:13][CH2:12][C:11](=[O:14])[CH2:10][CH2:9]1)[C:2]1[CH:7]=[CH:6][CH:5]=[CH:4][CH:3]=1.[CH3:15][Li]. (5) Given the product [NH2:17][C:15]1[C:16]2[C:8]([C:5]3[CH:6]=[CH:7][C:2]([C:24]([OH:26])=[O:25])=[CH:3][CH:4]=3)=[C:9]([CH3:18])[S:10][C:11]=2[N:12]=[CH:13][N:14]=1, predict the reactants needed to synthesize it. The reactants are: Br[C:2]1[CH:7]=[CH:6][C:5]([C:8]2[C:16]3[C:15]([NH2:17])=[N:14][CH:13]=[N:12][C:11]=3[S:10][C:9]=2[CH3:18])=[CH:4][CH:3]=1.C([Li])CCC.[C:24](=[O:26])=[O:25].Cl. (6) Given the product [CH3:13][C:5]1[C:4]2[C:14](=[O:16])[NH:26][C:25]([CH2:24][C:21]3[CH:22]=[CH:23][S:19][CH:20]=3)=[N:2][C:3]=2[S:7][C:6]=1[C:8]([O:10][CH2:11][CH3:12])=[O:9], predict the reactants needed to synthesize it. The reactants are: Cl.[NH2:2][C:3]1[S:7][C:6]([C:8]([O:10][CH2:11][CH3:12])=[O:9])=[C:5]([CH3:13])[C:4]=1[C:14]([O:16]CC)=O.[S:19]1[CH:23]=[CH:22][C:21]([CH2:24][C:25]#[N:26])=[CH:20]1.N. (7) Given the product [CH:30]1([C:27]2[CH:28]=[CH:29][C:24]([CH2:23][O:1][C:2]3[CH:10]=[CH:9][C:8]4[N:7]5[CH2:11][CH2:12][CH:13]([CH2:14][C:15]([O:17][C:18]([CH3:21])([CH3:20])[CH3:19])=[O:16])[C:6]5=[CH:5][C:4]=4[CH:3]=3)=[CH:25][C:26]=2[C:35]([F:36])([F:37])[F:38])[CH2:31][CH2:32][CH2:33][CH2:34]1, predict the reactants needed to synthesize it. The reactants are: [OH:1][C:2]1[CH:10]=[CH:9][C:8]2[N:7]3[CH2:11][CH2:12][CH:13]([CH2:14][C:15]([O:17][C:18]([CH3:21])([CH3:20])[CH3:19])=[O:16])[C:6]3=[CH:5][C:4]=2[CH:3]=1.Cl[CH2:23][C:24]1[CH:29]=[CH:28][C:27]([CH:30]2[CH2:34][CH2:33][CH2:32][CH2:31]2)=[C:26]([C:35]([F:38])([F:37])[F:36])[CH:25]=1.C(=O)([O-])[O-].[Cs+].[Cs+]. (8) Given the product [OH:15][CH2:14][C@@H:13]([N:12]1[C:3](=[O:10])[C:4]2[C:9](=[CH:8][CH:7]=[CH:6][CH:5]=2)[C:1]1=[O:11])[CH2:16][C:17]1[CH:18]=[CH:19][CH:20]=[CH:21][CH:22]=1, predict the reactants needed to synthesize it. The reactants are: [C:1]1(=[O:11])[C:9]2[C:4](=[CH:5][CH:6]=[CH:7][CH:8]=2)[C:3](=[O:10])O1.[NH2:12][C@@H:13]([CH2:16][C:17]1[CH:22]=[CH:21][CH:20]=[CH:19][CH:18]=1)[CH2:14][OH:15]. (9) Given the product [CH2:4]([CH:3]([CH2:5][C:8]([OH:13])=[O:9])[CH2:2][C:1]([OH:25])=[O:6])[CH:18]([CH3:19])[CH3:17], predict the reactants needed to synthesize it. The reactants are: [CH:1](=[O:6])[CH2:2][CH:3]([CH3:5])[CH3:4].C[C:8]1(C)[O:13]C(=O)CC(=O)[O:9]1.[CH2:17](NCCC)[CH2:18][CH3:19].C(=O)([O-])[O-:25].[K+].[K+].Cl.